Dataset: Forward reaction prediction with 1.9M reactions from USPTO patents (1976-2016). Task: Predict the product of the given reaction. (1) Given the reactants NS(N)(=O)=O.Cl[CH2:7][CH2:8][CH2:9][S:10]([N:13]1[CH2:18][CH2:17][CH:16]([C:19]2[C:27]3[C:22](=[C:23]([C:33]([NH2:35])=[O:34])[CH:24]=[C:25]([C:28]4[CH:32]=[CH:31][S:30][CH:29]=4)[CH:26]=3)[NH:21][CH:20]=2)[CH2:15][CH2:14]1)(=[O:12])=[O:11].[NH:36]1[CH2:41][CH2:40][O:39][CH2:38][CH2:37]1.C([O-])([O-])=O.[K+].[K+], predict the reaction product. The product is: [N:36]1([CH2:7][CH2:8][CH2:9][S:10]([N:13]2[CH2:18][CH2:17][CH:16]([C:19]3[C:27]4[C:22](=[C:23]([C:33]([NH2:35])=[O:34])[CH:24]=[C:25]([C:28]5[CH:32]=[CH:31][S:30][CH:29]=5)[CH:26]=4)[NH:21][CH:20]=3)[CH2:15][CH2:14]2)(=[O:12])=[O:11])[CH2:41][CH2:40][O:39][CH2:38][CH2:37]1. (2) Given the reactants [NH2:1][C:2]1[CH:3]=[C:4]([C:10]2[O:11][C:12]3[CH:22]=[C:21]4[C:16]([CH:17]=[CH:18][CH:19]=[CH:20]4)=[CH:15][C:13]=3[N:14]=2)[CH:5]=[CH:6][C:7]=1[O:8][CH3:9].[CH:23]1[C:28]([C:29]([OH:31])=[O:30])=[CH:27][C:26]2[C:32]([O:34][C:35](=O)[C:25]=2[CH:24]=1)=[O:33], predict the reaction product. The product is: [CH3:9][O:8][C:7]1[CH:6]=[CH:5][C:4]([C:10]2[O:11][C:12]3[CH:22]=[C:21]4[C:16]([CH:17]=[CH:18][CH:19]=[CH:20]4)=[CH:15][C:13]=3[N:14]=2)=[CH:3][C:2]=1[N:1]1[C:32](=[O:33])[C:26]2[C:25](=[CH:24][CH:23]=[C:28]([C:29]([OH:31])=[O:30])[CH:27]=2)[C:35]1=[O:34]. (3) Given the reactants [CH2:1]([N:8]1[C:13](=O)[CH:12]2[CH:10]([CH:11]2[C:15]([O:17][CH2:18][CH3:19])=[O:16])[C:9]1=O)[C:2]1[CH:7]=[CH:6][CH:5]=[CH:4][CH:3]=1.[BH4-].[Na+].B(F)(F)F.CCOCC, predict the reaction product. The product is: [CH2:1]([N:8]1[CH2:13][CH:12]2[CH:10]([CH:11]2[C:15]([O:17][CH2:18][CH3:19])=[O:16])[CH2:9]1)[C:2]1[CH:3]=[CH:4][CH:5]=[CH:6][CH:7]=1.